From a dataset of Catalyst prediction with 721,799 reactions and 888 catalyst types from USPTO. Predict which catalyst facilitates the given reaction. Reactant: [Cl:1][C:2]1[CH:7]=[CH:6][C:5]([CH:8]2[CH:12]([C:13]3[CH:18]=[CH:17][C:16]([Cl:19])=[CH:15][CH:14]=3)[N:11]([C:20]([N:22]3[CH2:27][CH2:26][NH:25][CH2:24][CH2:23]3)=[O:21])[C:10]([C:28]3[CH:33]=[CH:32][C:31]([O:34][CH3:35])=[CH:30][C:29]=3[O:36][CH:37]([CH3:39])[CH3:38])=[N:9]2)=[CH:4][CH:3]=1.[CH2:40]1[O:42][CH:41]1[CH2:43][OH:44]. Product: [Cl:1][C:2]1[CH:7]=[CH:6][C:5]([CH:8]2[CH:12]([C:13]3[CH:18]=[CH:17][C:16]([Cl:19])=[CH:15][CH:14]=3)[N:11]([C:20]([N:22]3[CH2:23][CH2:24][N:25]([CH2:40][CH:41]([OH:42])[CH2:43][OH:44])[CH2:26][CH2:27]3)=[O:21])[C:10]([C:28]3[CH:33]=[CH:32][C:31]([O:34][CH3:35])=[CH:30][C:29]=3[O:36][CH:37]([CH3:39])[CH3:38])=[N:9]2)=[CH:4][CH:3]=1. The catalyst class is: 5.